From a dataset of Reaction yield outcomes from USPTO patents with 853,638 reactions. Predict the reaction yield, written as a fraction of the theoretical maximum amount of product (1.0 means a 100% yield; for example, 0.34 means a 34% yield). The reactants are [CH3:1][O:2][C:3]1[N:8]=[C:7]([NH2:9])[CH:6]=[CH:5][N:4]=1.Br[C:11]1[C:12](=[O:19])[N:13]([CH3:18])[CH:14]=[C:15]([Br:17])[CH:16]=1.C(=O)([O-])[O-].[Cs+].[Cs+].CC1(C)C2C(=C(P(C3C=CC=CC=3)C3C=CC=CC=3)C=CC=2)OC2C(P(C3C=CC=CC=3)C3C=CC=CC=3)=CC=CC1=2. The catalyst is C1C=CC(/C=C/C(/C=C/C2C=CC=CC=2)=O)=CC=1.C1C=CC(/C=C/C(/C=C/C2C=CC=CC=2)=O)=CC=1.C1C=CC(/C=C/C(/C=C/C2C=CC=CC=2)=O)=CC=1.[Pd].[Pd].O1CCOCC1. The product is [Br:17][C:15]1[CH:16]=[C:11]([NH:9][C:7]2[CH:6]=[CH:5][N:4]=[C:3]([O:2][CH3:1])[N:8]=2)[C:12](=[O:19])[N:13]([CH3:18])[CH:14]=1. The yield is 1.00.